Dataset: Catalyst prediction with 721,799 reactions and 888 catalyst types from USPTO. Task: Predict which catalyst facilitates the given reaction. Reactant: Br[C:2]1[CH:6]=[CH:5][S:4][C:3]=1[CH:7]=[O:8].[OH:9][C:10]1[CH:11]=[C:12](B(O)O)[CH:13]=[CH:14][CH:15]=1.C(=O)([O-])[O-].[Na+].[Na+].O. Product: [OH:9][C:10]1[CH:15]=[C:14]([C:2]2[CH:6]=[CH:5][S:4][C:3]=2[CH:7]=[O:8])[CH:13]=[CH:12][CH:11]=1. The catalyst class is: 438.